Predict the reaction yield, written as a fraction of the theoretical maximum amount of product (1.0 means a 100% yield; for example, 0.34 means a 34% yield). From a dataset of Reaction yield outcomes from USPTO patents with 853,638 reactions. (1) The reactants are [O:1]1[C:5]2[CH:6]=[CH:7][C:8]([C:10]3(O)[CH2:15][CH2:14][O:13][CH2:12][CH2:11]3)=[CH:9][C:4]=2[CH:3]=[CH:2]1.C([SiH](CC)CC)C.C(O)(C(F)(F)F)=O. The catalyst is C(Cl)Cl. The product is [O:13]1[CH2:12][CH2:11][CH:10]([C:8]2[CH:7]=[CH:6][C:5]3[O:1][CH:2]=[CH:3][C:4]=3[CH:9]=2)[CH2:15][CH2:14]1. The yield is 0.880. (2) The reactants are S(O)(O)(=O)=O.[C:6](=[NH:10])([O:8][CH3:9])[NH2:7].C[O-].[Na+].[C:14]([C:16]1[CH:21]=[CH:20][CH:19]=[CH:18][C:17]=1[C:22]1[CH:27]=[CH:26][C:25]([CH2:28][CH:29]([C:34](=O)[CH2:35][CH2:36][CH2:37][CH3:38])[C:30](OC)=[O:31])=[CH:24][CH:23]=1)#[N:15]. The catalyst is CO. The product is [CH2:35]([C:34]1[N:10]=[C:6]([O:8][CH3:9])[NH:7][C:30](=[O:31])[C:29]=1[CH2:28][C:25]1[CH:24]=[CH:23][C:22]([C:17]2[C:16]([C:14]#[N:15])=[CH:21][CH:20]=[CH:19][CH:18]=2)=[CH:27][CH:26]=1)[CH2:36][CH2:37][CH3:38]. The yield is 0.370.